From a dataset of Full USPTO retrosynthesis dataset with 1.9M reactions from patents (1976-2016). Predict the reactants needed to synthesize the given product. Given the product [Br:25][CH2:28][CH2:29][C:30]1[CH:35]=[CH:34][C:33]([O:36][CH3:37])=[C:32]([F:38])[CH:31]=1, predict the reactants needed to synthesize it. The reactants are: C1(P(C2C=CC=CC=2)C2C=CC=CC=2)C=CC=CC=1.N1C=CN=C1.[Br:25]Br.O[CH2:28][CH2:29][C:30]1[CH:35]=[CH:34][C:33]([O:36][CH3:37])=[C:32]([F:38])[CH:31]=1.